From a dataset of Reaction yield outcomes from USPTO patents with 853,638 reactions. Predict the reaction yield, written as a fraction of the theoretical maximum amount of product (1.0 means a 100% yield; for example, 0.34 means a 34% yield). The reactants are [CH2:1]([O:3][C:4]([C:6]1([CH:10]([OH:32])[C:11]2[CH:12]=[N:13][C:14]([O:17][CH2:18][CH2:19][C:20]3[N:21]=[C:22]([C:26]4[CH:31]=[CH:30][CH:29]=[CH:28][CH:27]=4)[O:23][C:24]=3[CH3:25])=[CH:15][CH:16]=2)[CH2:9][CH2:8][CH2:7]1)=[O:5])[CH3:2].I[CH2:34][CH3:35]. The catalyst is C(#N)C.[Ag-]=O. The product is [CH2:1]([O:3][C:4]([C:6]1([CH:10]([O:32][CH2:34][CH3:35])[C:11]2[CH:12]=[N:13][C:14]([O:17][CH2:18][CH2:19][C:20]3[N:21]=[C:22]([C:26]4[CH:27]=[CH:28][CH:29]=[CH:30][CH:31]=4)[O:23][C:24]=3[CH3:25])=[CH:15][CH:16]=2)[CH2:9][CH2:8][CH2:7]1)=[O:5])[CH3:2]. The yield is 0.260.